Dataset: Catalyst prediction with 721,799 reactions and 888 catalyst types from USPTO. Task: Predict which catalyst facilitates the given reaction. (1) Reactant: [N:1]([CH:4]([C:11]1([OH:34])[CH2:14][N:13]([C:15]([C:17]2[CH:22]=[CH:21][C:20]([F:23])=[C:19]([F:24])[C:18]=2[NH:25][C:26]2[CH:31]=[CH:30][C:29]([I:32])=[CH:28][C:27]=2[F:33])=[O:16])[CH2:12]1)[CH2:5][CH:6]1OCC[O:7]1)=[N+:2]=[N-:3].Cl.C(=O)(O)[O-].[Na+]. Product: [N:1]([CH:4]([C:11]1([OH:34])[CH2:12][N:13]([C:15]([C:17]2[CH:22]=[CH:21][C:20]([F:23])=[C:19]([F:24])[C:18]=2[NH:25][C:26]2[CH:31]=[CH:30][C:29]([I:32])=[CH:28][C:27]=2[F:33])=[O:16])[CH2:14]1)[CH2:5][CH:6]=[O:7])=[N+:2]=[N-:3]. The catalyst class is: 7. (2) Reactant: C([O:8][CH2:9][CH2:10][CH2:11][C:12]1([C:25]([O:27][CH2:28][CH3:29])=[O:26])[CH2:17][CH2:16][N:15]([C:18]([O:20][C:21]([CH3:24])([CH3:23])[CH3:22])=[O:19])[CH2:14][CH2:13]1)C1C=CC=CC=1. Product: [OH:8][CH2:9][CH2:10][CH2:11][C:12]1([C:25]([O:27][CH2:28][CH3:29])=[O:26])[CH2:17][CH2:16][N:15]([C:18]([O:20][C:21]([CH3:24])([CH3:23])[CH3:22])=[O:19])[CH2:14][CH2:13]1. The catalyst class is: 349. (3) Reactant: Cl[C:2]1[C:11]2[C:6](=[CH:7][C:8]([Cl:12])=[CH:9][CH:10]=2)[N:5]=[CH:4][CH:3]=1.[C:13]([O:17][C:18]([N:20]([CH3:26])[CH:21]1[CH2:25][CH2:24][NH:23][CH2:22]1)=[O:19])([CH3:16])([CH3:15])[CH3:14].N12CCN(CC1)CC2. Product: [C:13]([O:17][C:18]([N:20]([CH3:26])[CH:21]1[CH2:25][CH2:24][N:23]([C:2]2[C:11]3[C:6](=[CH:7][C:8]([Cl:12])=[CH:9][CH:10]=3)[N:5]=[CH:4][CH:3]=2)[CH2:22]1)=[O:19])([CH3:16])([CH3:15])[CH3:14]. The catalyst class is: 14. (4) Reactant: [F:1][C:2]1[CH:7]=[CH:6][C:5]([C:8](=[O:15])[CH2:9][C:10]([O:12][CH2:13][CH3:14])=[O:11])=[CH:4][CH:3]=1.[H-].[Na+].Cl[CH2:19][C:20]1[CH:25]=[CH:24][CH:23]=[C:22]([O:26][C:27]2[CH:32]=[CH:31][CH:30]=[CH:29][CH:28]=2)[CH:21]=1.O. The catalyst class is: 57. Product: [F:1][C:2]1[CH:3]=[CH:4][C:5]([C:8](=[O:15])[CH:9]([CH2:19][C:20]2[CH:25]=[CH:24][CH:23]=[C:22]([O:26][C:27]3[CH:32]=[CH:31][CH:30]=[CH:29][CH:28]=3)[CH:21]=2)[C:10]([O:12][CH2:13][CH3:14])=[O:11])=[CH:6][CH:7]=1. (5) Reactant: [C:1]([O:4][C:5]1[CH:16]=[CH:15][C:8]2[S:9][CH:10]=[C:11]([C:12](O)=[O:13])[C:7]=2[CH:6]=1)(=[O:3])[CH3:2].CN(C)C=O.S(Cl)([Cl:24])=O. Product: [C:1]([O:4][C:5]1[CH:16]=[CH:15][C:8]2[S:9][CH:10]=[C:11]([C:12]([Cl:24])=[O:13])[C:7]=2[CH:6]=1)(=[O:3])[CH3:2]. The catalyst class is: 11. (6) Reactant: [CH3:1][S:2]([C:5]1[CH:10]=[CH:9][C:8]([OH:11])=[CH:7][CH:6]=1)(=[O:4])=[O:3].C(=O)([O-])[O-].[K+].[K+].CN(C)C=O.[Br:23][C:24]1[C:29](F)=[CH:28][C:27]([NH2:31])=[C:26]([N+:32]([O-:34])=[O:33])[CH:25]=1. Product: [Br:23][C:24]1[C:29]([O:11][C:8]2[CH:9]=[CH:10][C:5]([S:2]([CH3:1])(=[O:3])=[O:4])=[CH:6][CH:7]=2)=[CH:28][C:27]([NH2:31])=[C:26]([N+:32]([O-:34])=[O:33])[CH:25]=1. The catalyst class is: 6. (7) Reactant: [C:1]([C:4]1[C:8]2[CH:9]=[C:10]([O:13]C)[CH:11]=[CH:12][C:7]=2[O:6][CH:5]=1)([OH:3])=[O:2]. Product: [C:1]([C:4]1[C:8]2[CH:9]=[C:10]([OH:13])[CH:11]=[CH:12][C:7]=2[O:6][CH:5]=1)([OH:3])=[O:2]. The catalyst class is: 4.